Predict the product of the given reaction. From a dataset of Forward reaction prediction with 1.9M reactions from USPTO patents (1976-2016). Given the reactants [CH3:1][O:2][C:3]1[CH:8]=[CH:7][C:6]2[C@H:9]3[CH2:13][N:12](C(OC(C)(C)C)=O)[CH2:11][C@@H:10]3[CH2:21][CH2:22][O:23][C:5]=2[CH:4]=1.COC1C2[C@H]3CN(C(OC(C)(C)C)=O)C[C@@H]3CCOC=2C=CC=1, predict the reaction product. The product is: [CH3:1][O:2][C:3]1[CH:8]=[CH:7][C:6]2[C@H:9]3[CH2:13][NH:12][CH2:11][C@@H:10]3[CH2:21][CH2:22][O:23][C:5]=2[CH:4]=1.